Dataset: Peptide-MHC class II binding affinity with 134,281 pairs from IEDB. Task: Regression. Given a peptide amino acid sequence and an MHC pseudo amino acid sequence, predict their binding affinity value. This is MHC class II binding data. (1) The peptide sequence is VIPEGWKADTAYESK. The MHC is HLA-DQA10201-DQB10202 with pseudo-sequence HLA-DQA10201-DQB10202. The binding affinity (normalized) is 0.142. (2) The peptide sequence is WLDAKSTWYGKPTGA. The MHC is DRB3_0202 with pseudo-sequence DRB3_0202. The binding affinity (normalized) is 0.0292. (3) The peptide sequence is GPDNPGEPLVLKEGI. The MHC is DRB3_0101 with pseudo-sequence DRB3_0101. The binding affinity (normalized) is 0. (4) The peptide sequence is SFELLNAPATVCGPK. The MHC is DRB1_1101 with pseudo-sequence DRB1_1101. The binding affinity (normalized) is 0.244. (5) The peptide sequence is IEENGSMRVFVDVIR. The MHC is DRB1_0802 with pseudo-sequence DRB1_0802. The binding affinity (normalized) is 0.310. (6) The peptide sequence is LISWGHYPLHLRYYR. The MHC is HLA-DQA10102-DQB10602 with pseudo-sequence HLA-DQA10102-DQB10602. The binding affinity (normalized) is 0.131. (7) The peptide sequence is DCSEYPKPDCTAEDR. The MHC is DRB1_0101 with pseudo-sequence DRB1_0101. The binding affinity (normalized) is 0.0191.